This data is from Forward reaction prediction with 1.9M reactions from USPTO patents (1976-2016). The task is: Predict the product of the given reaction. Given the reactants [C:1]([O:5][C:6]([N:8]([CH2:27][CH:28]1[CH2:33][CH2:32][CH2:31][CH2:30][CH2:29]1)[C@@H:9]([CH2:13][CH2:14][C:15]1[N:19]([CH2:20][CH2:21][CH3:22])[C:18]2[CH:23]=[CH:24][CH:25]=[CH:26][C:17]=2[N:16]=1)[C:10](O)=[O:11])=[O:7])([CH3:4])([CH3:3])[CH3:2].CCN=C=NCCCN(C)C.Cl.[CH2:46]([O:53][NH2:54])[C:47]1[CH:52]=[CH:51][CH:50]=[CH:49][CH:48]=1, predict the reaction product. The product is: [C:1]([O:5][C:6]([N:8]([CH2:27][CH:28]1[CH2:29][CH2:30][CH2:31][CH2:32][CH2:33]1)[C@@H:9]([CH2:13][CH2:14][C:15]1[N:19]([CH2:20][CH2:21][CH3:22])[C:18]2[CH:23]=[CH:24][CH:25]=[CH:26][C:17]=2[N:16]=1)[C:10]([NH:54][O:53][CH2:46][C:47]1[CH:52]=[CH:51][CH:50]=[CH:49][CH:48]=1)=[O:11])=[O:7])([CH3:2])([CH3:3])[CH3:4].